Task: Predict the product of the given reaction.. Dataset: Forward reaction prediction with 1.9M reactions from USPTO patents (1976-2016) Given the reactants [CH2:1]([N:8]1[CH2:13][CH2:12][CH:11]([NH2:14])[CH2:10][CH2:9]1)[C:2]1[CH:7]=[CH:6][CH:5]=[CH:4][CH:3]=1.C(N(CC)CC)C.[C:22](O[C:22]([O:24][C:25]([CH3:28])([CH3:27])[CH3:26])=[O:23])([O:24][C:25]([CH3:28])([CH3:27])[CH3:26])=[O:23], predict the reaction product. The product is: [C:25]([O:24][C:22](=[O:23])[NH:14][CH:11]1[CH2:12][CH2:13][N:8]([CH2:1][C:2]2[CH:3]=[CH:4][CH:5]=[CH:6][CH:7]=2)[CH2:9][CH2:10]1)([CH3:28])([CH3:27])[CH3:26].